From a dataset of Full USPTO retrosynthesis dataset with 1.9M reactions from patents (1976-2016). Predict the reactants needed to synthesize the given product. (1) Given the product [F:1][C:2]1[CH:7]=[CH:6][C:5]([C:8]2[NH:12][C:11]([C:21]([F:23])([F:22])[F:24])=[N:10][C:9]=2[C:25]2[CH:30]=[CH:29][C:28]([S:31]([NH2:34])(=[O:33])=[O:32])=[CH:27][CH:26]=2)=[CH:4][CH:3]=1, predict the reactants needed to synthesize it. The reactants are: [F:1][C:2]1[CH:7]=[CH:6][C:5]([C:8]2[N:12](COCC[Si](C)(C)C)[C:11]([C:21]([F:24])([F:23])[F:22])=[N:10][C:9]=2[C:25]2[CH:30]=[CH:29][C:28]([S:31]([NH2:34])(=[O:33])=[O:32])=[CH:27][CH:26]=2)=[CH:4][CH:3]=1.Cl. (2) Given the product [C:13]1([C:7]([C:1]2[CH:2]=[CH:3][CH:4]=[CH:5][CH:6]=2)([CH2:11][CH3:12])[C:8]([NH:19][CH2:20][CH2:21][CH2:22][N:23]2[CH2:28][CH2:27][CH:26]([C:29]3[CH:30]=[C:31]([NH:35][C:36]([CH:38]4[CH2:40][CH2:39]4)=[O:37])[CH:32]=[CH:33][CH:34]=3)[CH2:25][CH2:24]2)=[O:9])[CH:14]=[CH:15][CH:16]=[CH:17][CH:18]=1, predict the reactants needed to synthesize it. The reactants are: [C:1]1([C:7]([C:13]2[CH:18]=[CH:17][CH:16]=[CH:15][CH:14]=2)([CH2:11][CH3:12])[C:8](O)=[O:9])[CH:6]=[CH:5][CH:4]=[CH:3][CH:2]=1.[NH2:19][CH2:20][CH2:21][CH2:22][N:23]1[CH2:28][CH2:27][CH:26]([C:29]2[CH:30]=[C:31]([NH:35][C:36]([CH:38]3[CH2:40][CH2:39]3)=[O:37])[CH:32]=[CH:33][CH:34]=2)[CH2:25][CH2:24]1. (3) The reactants are: [CH2:1]([O:8][C:9](=[O:22])[NH:10][C:11]1[CH:12]=[CH:13][C:14]2[O:19][CH2:18][C:17](=[O:20])[NH:16][C:15]=2[CH:21]=1)[C:2]1C=CC=CC=1.[C:23]([O:27][Li])([CH3:26])([CH3:25])[CH3:24].C1COCC1.Cl.[CH3:35][N:36]([CH:38]=[O:39])C. Given the product [C:23]([O:27][C:38](=[O:39])[NH:36][CH2:35][C@H:1]1[O:8][C:9](=[O:22])[N:10]([C:11]2[CH:12]=[CH:13][C:14]3[O:19][CH2:18][C:17](=[O:20])[NH:16][C:15]=3[CH:21]=2)[CH2:2]1)([CH3:26])([CH3:25])[CH3:24], predict the reactants needed to synthesize it. (4) Given the product [F:35][C:36]1[C:41]([F:42])=[CH:40][CH:39]=[CH:38][C:37]=1[CH2:43][CH2:44][C:45]1[N:50]([CH2:51][C:52]([N:17]([CH2:18][C:19]2[CH:20]=[CH:21][C:22]([C:25]3[CH:30]=[CH:29][C:28]([C:31]([F:32])([F:34])[F:33])=[CH:27][CH:26]=3)=[CH:23][CH:24]=2)[CH:14]2[CH2:13][CH2:12][N:11]([C:2]([CH3:1])([CH3:10])[C:3]([O:5][C:6]([CH3:7])([CH3:8])[CH3:9])=[O:4])[CH2:16][CH2:15]2)=[O:53])[C:49]2[N:55]=[CH:56][CH:57]=[CH:58][C:48]=2[C:47](=[O:59])[N:46]=1, predict the reactants needed to synthesize it. The reactants are: [CH3:1][C:2]([N:11]1[CH2:16][CH2:15][CH:14]([NH:17][CH2:18][C:19]2[CH:24]=[CH:23][C:22]([C:25]3[CH:30]=[CH:29][C:28]([C:31]([F:34])([F:33])[F:32])=[CH:27][CH:26]=3)=[CH:21][CH:20]=2)[CH2:13][CH2:12]1)([CH3:10])[C:3]([O:5][C:6]([CH3:9])([CH3:8])[CH3:7])=[O:4].[F:35][C:36]1[C:41]([F:42])=[CH:40][CH:39]=[CH:38][C:37]=1[CH2:43][CH2:44][C:45]1[N:50]([CH2:51][C:52](O)=[O:53])[C:49]2[N:55]=[CH:56][CH:57]=[CH:58][C:48]=2[C:47](=[O:59])[N:46]=1.CCN(C(C)C)C(C)C.CN(C(ON1N=NC2C=CC=NC1=2)=[N+](C)C)C.F[P-](F)(F)(F)(F)F. (5) Given the product [C:1]([O:4][C:5]1[C:14]([CH3:15])=[CH:13][C:12]([CH2:16][CH2:17][CH2:18][OH:19])=[CH:11][C:6]=1[C:7]([O:9][CH3:10])=[O:8])(=[O:3])[CH3:2], predict the reactants needed to synthesize it. The reactants are: [C:1]([O:4][C:5]1[C:14]([CH3:15])=[CH:13][C:12](/[CH:16]=[CH:17]\[CH2:18][OH:19])=[CH:11][C:6]=1[C:7]([O:9][CH3:10])=[O:8])(=[O:3])[CH3:2].